From a dataset of Full USPTO retrosynthesis dataset with 1.9M reactions from patents (1976-2016). Predict the reactants needed to synthesize the given product. The reactants are: [C:1]([O:5][C:6]([NH:8][C:9]1[CH:14]=[CH:13][CH:12]=[CH:11][C:10]=1[NH:15][C:16](=[O:33])[C:17]1[CH:22]=[CH:21][C:20]([C:23]2[C:28]([C:29]#[N:30])=[CH:27][C:26]([CH:31]=O)=[CH:25][N:24]=2)=[CH:19][CH:18]=1)=[O:7])([CH3:4])([CH3:3])[CH3:2].[CH2:34]([NH2:36])[CH3:35].[BH4-].[Na+].C(=O)(O)[O-].[Na+]. Given the product [C:29]([C:28]1[C:23]([C:20]2[CH:19]=[CH:18][C:17]([C:16]([NH:15][C:10]3[CH:11]=[CH:12][CH:13]=[CH:14][C:9]=3[NH:8][C:6](=[O:7])[O:5][C:1]([CH3:2])([CH3:4])[CH3:3])=[O:33])=[CH:22][CH:21]=2)=[N:24][CH:25]=[C:26]([CH2:31][NH:36][CH2:34][CH3:35])[CH:27]=1)#[N:30], predict the reactants needed to synthesize it.